From a dataset of Forward reaction prediction with 1.9M reactions from USPTO patents (1976-2016). Predict the product of the given reaction. (1) Given the reactants Br[C:2]1[CH:3]=[C:4]([F:15])[CH:5]=[C:6]2[C:10]=1[NH:9][C:8]([C:11]([NH2:13])=[O:12])=[C:7]2[CH3:14].B(O)(O)[C:17]1[CH:18]=[CH:19][C:20]([CH3:23])=[CH:21][CH:22]=1, predict the reaction product. The product is: [F:15][C:4]1[CH:5]=[C:6]2[C:10](=[C:2]([C:17]3[CH:22]=[CH:21][C:20]([CH3:23])=[CH:19][CH:18]=3)[CH:3]=1)[NH:9][C:8]([C:11]([NH2:13])=[O:12])=[C:7]2[CH3:14]. (2) Given the reactants [CH:1]1([CH2:7][CH2:8][N:9]2[C:13]3[N:14]=[C:15]([C:18]#[N:19])[N:16]=[CH:17][C:12]=3[CH:11]=[C:10]2[CH2:20][C:21]2[CH:26]=[CH:25][C:24]([CH2:27][OH:28])=[CH:23][CH:22]=2)[CH2:6][CH2:5][CH2:4][CH2:3][CH2:2]1.P([O-])([O-])([O-])=[O:30].[Na+].[Na+].[Na+].[O-]Cl=O.[Na+].[O-]Cl.[Na+], predict the reaction product. The product is: [C:18]([C:15]1[N:16]=[CH:17][C:12]2[CH:11]=[C:10]([CH2:20][C:21]3[CH:22]=[CH:23][C:24]([C:27]([OH:30])=[O:28])=[CH:25][CH:26]=3)[N:9]([CH2:8][CH2:7][CH:1]3[CH2:6][CH2:5][CH2:4][CH2:3][CH2:2]3)[C:13]=2[N:14]=1)#[N:19]. (3) Given the reactants [CH3:1][N:2]([CH3:15])[CH2:3][CH2:4][S:5][C:6]1[CH:11]=[CH:10][C:9]([N+:12]([O-])=O)=[CH:8][CH:7]=1.[Cl-].[NH4+], predict the reaction product. The product is: [CH3:1][N:2]([CH3:15])[CH2:3][CH2:4][S:5][C:6]1[CH:11]=[CH:10][C:9]([NH2:12])=[CH:8][CH:7]=1. (4) The product is: [F:6][C:7]1[CH:12]=[CH:11][CH:10]=[CH:9][C:8]=1[C@H:13]1[O:15][C@:14]1([CH2:23][N:24]1[C:28]([S:30][CH3:29])=[N:27][CH:26]=[N:25]1)[C:16]1[CH:21]=[CH:20][CH:19]=[C:18]([F:22])[CH:17]=1. Given the reactants C([Li])CCC.[F:6][C:7]1[CH:12]=[CH:11][CH:10]=[CH:9][C:8]=1[C@H:13]1[O:15][C@:14]1([CH2:23][N:24]1[CH:28]=[N:27][CH:26]=[N:25]1)[C:16]1[CH:21]=[CH:20][CH:19]=[C:18]([F:22])[CH:17]=1.[CH3:29][S:30]SC.[Cl-].[NH4+], predict the reaction product. (5) Given the reactants S(Cl)([Cl:3])=O.[CH3:5][C:6]1[CH:15]=[C:14]([CH2:16][N:17]2[C:25]3[C:20](=[CH:21][C:22]([C:26]([OH:28])=O)=[CH:23][CH:24]=3)[CH:19]=[CH:18]2)[C:13]2[CH2:12][CH:11]=[CH:10][CH2:9][C:8]=2[N:7]=1, predict the reaction product. The product is: [CH3:5][C:6]1[CH:15]=[C:14]([CH2:16][N:17]2[C:25]3[C:20](=[CH:21][C:22]([C:26]([Cl:3])=[O:28])=[CH:23][CH:24]=3)[CH:19]=[CH:18]2)[C:13]2[CH2:12][CH:11]=[CH:10][CH2:9][C:8]=2[N:7]=1. (6) Given the reactants [CH2:1]([O:8][C:9]1[C:10]([NH:15][NH2:16])=[N:11][CH:12]=[CH:13][CH:14]=1)[C:2]1[CH:7]=[CH:6][CH:5]=[CH:4][CH:3]=1.[CH2:17](OC(OCC)OCC)C, predict the reaction product. The product is: [CH2:1]([O:8][C:9]1[C:10]2[N:11]([CH:17]=[N:16][N:15]=2)[CH:12]=[CH:13][CH:14]=1)[C:2]1[CH:3]=[CH:4][CH:5]=[CH:6][CH:7]=1.